This data is from Drug-target binding data from BindingDB using IC50 measurements. The task is: Regression. Given a target protein amino acid sequence and a drug SMILES string, predict the binding affinity score between them. We predict pIC50 (pIC50 = -log10(IC50 in M); higher means more potent). Dataset: bindingdb_ic50. The compound is CNC(=O)c1ccc(/C=C/C(=O)NCC(=O)N(C)c2ccc(Cl)c(COc3cccc4ccc(C)nc34)c2Cl)cc1. The pIC50 is 9.2. The target protein (O70526) has sequence MFNITSQVSALNATLAQGNSCLDAEWWSWLNTIQAPFLWVLFVLAVLENIFVLSVFFLHKSSCTVAEIYLGNLAVADLILAFGLPFWAITIANNFDWLFGEVLCRMVNTMIQMNMYSSICFLMLVSIDRYLALVKTMSMGRMRGVRWAKLYSLVIWGCALLLSSPMLVFRTMKDYRDEGHNVTACLIIYPSLTWQVFTNVLLNLVGFLLPLSIITFCTVQIMQVLRNNEMQKFKEIQTERRATVLVLAVLLLFVVCWLPFQIGTFLDTLRLLGFLPGCWEHVIDLITQISSYLAYSNSCLNPLVYVIVGKRFRKKSREVYHGLCRSGGCVSEPAQSENSMGTLRTSISVDRQIHKLQDWARSSSEGTPPGLL.